From a dataset of Forward reaction prediction with 1.9M reactions from USPTO patents (1976-2016). Predict the product of the given reaction. (1) Given the reactants [F:1][C:2]([F:36])([F:35])[C:3]1[CH:4]=[C:5]([CH:28]=[C:29]([C:31]([F:34])([F:33])[F:32])[CH:30]=1)[CH2:6][N:7]1[CH2:14][CH2:13][CH2:12][O:11][C:10]2[N:15]=[C:16](Cl)[CH:17]=[C:18]([C:19]3[CH:24]=[CH:23][C:22]([F:25])=[CH:21][CH:20]=3)[C:9]=2[C:8]1=[O:27].[CH3:37][N:38]([CH3:45])[CH:39]1[CH2:44][CH2:43][NH:42][CH2:41][CH2:40]1, predict the reaction product. The product is: [F:1][C:2]([F:36])([F:35])[C:3]1[CH:4]=[C:5]([CH:28]=[C:29]([C:31]([F:34])([F:33])[F:32])[CH:30]=1)[CH2:6][N:7]1[CH2:14][CH2:13][CH2:12][O:11][C:10]2[N:15]=[C:16]([N:42]3[CH2:43][CH2:44][CH:39]([N:38]([CH3:45])[CH3:37])[CH2:40][CH2:41]3)[CH:17]=[C:18]([C:19]3[CH:24]=[CH:23][C:22]([F:25])=[CH:21][CH:20]=3)[C:9]=2[C:8]1=[O:27]. (2) Given the reactants C[C:2](C)([O-:4])C.[Na+].C[O:8][C:9]1[CH:10]=CC=[C:13]2[C:18]=1[CH2:17]C(=O)CC2.CI.[C:22]1([CH3:28])[CH:27]=[CH:26][CH:25]=[CH:24][CH:23]=1, predict the reaction product. The product is: [CH3:2][O:4][C:26]1[CH:25]=[CH:24][CH:23]=[C:22]2[C:27]=1[C:18]([CH3:13])([CH3:17])[C:9](=[O:8])[CH2:10][CH2:28]2. (3) Given the reactants [OH-].[Na+].C1COCC1.[Cl:8][C:9]1[CH:14]=[C:13]([NH:15][CH2:16][C:17]2[C:22]([O:23][CH3:24])=[CH:21][C:20]([C:25]([F:28])([F:27])[F:26])=[CH:19][C:18]=2[C:29]2[CH:30]=[CH:31][C:32]([C:35]([NH:37][CH2:38][CH2:39][C:40]([O:42]CC)=[O:41])=[O:36])=[N:33][CH:34]=2)[CH:12]=[CH:11][C:10]=1[C:45]1[CH:50]=[CH:49][C:48]([C:51]([F:54])([F:53])[F:52])=[CH:47][CH:46]=1.Cl, predict the reaction product. The product is: [Cl:8][C:9]1[CH:14]=[C:13]([NH:15][CH2:16][C:17]2[C:22]([O:23][CH3:24])=[CH:21][C:20]([C:25]([F:27])([F:26])[F:28])=[CH:19][C:18]=2[C:29]2[CH:30]=[CH:31][C:32]([C:35]([NH:37][CH2:38][CH2:39][C:40]([OH:42])=[O:41])=[O:36])=[N:33][CH:34]=2)[CH:12]=[CH:11][C:10]=1[C:45]1[CH:46]=[CH:47][C:48]([C:51]([F:54])([F:52])[F:53])=[CH:49][CH:50]=1. (4) Given the reactants [Cl:1][C:2]1[C:3]([CH3:18])=[C:4]([NH:10][C@H:11]([C@H:15]([OH:17])[CH3:16])[C:12]([OH:14])=O)[CH:5]=[CH:6][C:7]=1C#N.[OH:19][C:20]1[CH:21]=[C:22]([CH:27]=[CH:28][CH:29]=1)[C:23]([NH:25][NH2:26])=[O:24].ClC1C(C)=C(N[C@H]([C@@H](O)C)C(NNC(=O)C2C=CC=CC=2)=O)C=CC=1[C:37]#[N:38], predict the reaction product. The product is: [Cl:1][C:2]1[CH:3]([CH3:18])[C:4]([NH:10][C@H:11]([C@H:15]([OH:17])[CH3:16])[C:12]([NH:26][NH:25][C:23](=[O:24])[C:22]2[CH:27]=[CH:28][CH:29]=[C:20]([OH:19])[CH:21]=2)=[O:14])([C:37]#[N:38])[CH:5]=[CH:6][CH:7]=1. (5) Given the reactants [F:1][C:2]1[C:7]([C:8]2[NH:12][CH:11]=[C:10]([CH2:13][N:14]([CH3:22])[C:15](=[O:21])[O:16][C:17]([CH3:20])([CH3:19])[CH3:18])[C:9]=2[F:23])=[CH:6][CH:5]=[CH:4][N:3]=1.[H-].[Na+].C1OCCOCCOCCOCCOC1.[F:41][C:42]1[N:47]=[C:46]([S:48](Cl)(=[O:50])=[O:49])[CH:45]=[CH:44][CH:43]=1, predict the reaction product. The product is: [F:23][C:9]1[C:10]([CH2:13][N:14]([CH3:22])[C:15](=[O:21])[O:16][C:17]([CH3:19])([CH3:20])[CH3:18])=[CH:11][N:12]([S:48]([C:46]2[CH:45]=[CH:44][CH:43]=[C:42]([F:41])[N:47]=2)(=[O:50])=[O:49])[C:8]=1[C:7]1[C:2]([F:1])=[N:3][CH:4]=[CH:5][CH:6]=1. (6) Given the reactants [C:1]([O:5][C:6]([N:8]1[CH2:14][CH2:13][CH2:12][C@@H:9]1[CH:10]=O)=[O:7])([CH3:4])([CH3:3])[CH3:2].[NH:15]1[CH2:20][CH2:19][O:18][CH2:17][CH2:16]1, predict the reaction product. The product is: [C:1]([O:5][C:6]([N:8]1[CH2:14][CH2:13][CH2:12][C@@H:9]1[CH2:10][N:15]1[CH2:20][CH2:19][O:18][CH2:17][CH2:16]1)=[O:7])([CH3:4])([CH3:3])[CH3:2]. (7) Given the reactants [CH:1]1([C:4]2[O:5][C:6]3[C:7](=[C:9]([C:21]#[N:22])[C:10]([CH3:20])=[C:11]([C:14]4[CH:19]=[CH:18][CH:17]=[CH:16][CH:15]=4)[C:12]=3F)[N:8]=2)[CH2:3][CH2:2]1.C(N(CC)CC)C.[CH3:30][N:31]([CH3:37])[C@H:32]1[CH2:36][CH2:35][NH:34][CH2:33]1.C(OCC)(=O)C, predict the reaction product. The product is: [CH:1]1([C:4]2[O:5][C:6]3[C:7](=[C:9]([C:21]#[N:22])[C:10]([CH3:20])=[C:11]([C:14]4[CH:19]=[CH:18][CH:17]=[CH:16][CH:15]=4)[C:12]=3[N:34]3[CH2:35][CH2:36][C@H:32]([N:31]([CH3:37])[CH3:30])[CH2:33]3)[N:8]=2)[CH2:3][CH2:2]1.